This data is from Forward reaction prediction with 1.9M reactions from USPTO patents (1976-2016). The task is: Predict the product of the given reaction. Given the reactants Br[C:2]1[CH:3]=[N:4][CH:5]=[C:6]([O:8][CH3:9])[CH:7]=1.[CH2:10]([C:12]1[CH:17]=[CH:16][C:15](B(O)O)=[CH:14][CH:13]=1)[CH3:11], predict the reaction product. The product is: [CH2:10]([C:12]1[CH:17]=[CH:16][C:15]([C:2]2[CH:3]=[N:4][CH:5]=[C:6]([O:8][CH3:9])[CH:7]=2)=[CH:14][CH:13]=1)[CH3:11].